From a dataset of Full USPTO retrosynthesis dataset with 1.9M reactions from patents (1976-2016). Predict the reactants needed to synthesize the given product. (1) Given the product [Cl:1][C:2]1[CH:3]=[C:4]([NH:19][S:30]([C:24]2[CH:25]=[CH:26][C:27]([O:28][CH3:29])=[C:22]([O:21][CH3:20])[CH:23]=2)(=[O:32])=[O:31])[CH:5]=[N:6][C:7]=1[O:8][C:9]1[N:10]=[CH:11][C:12]2[C:17]([CH:18]=1)=[CH:16][CH:15]=[CH:14][CH:13]=2, predict the reactants needed to synthesize it. The reactants are: [Cl:1][C:2]1[CH:3]=[C:4]([NH2:19])[CH:5]=[N:6][C:7]=1[O:8][C:9]1[N:10]=[CH:11][C:12]2[C:17]([CH:18]=1)=[CH:16][CH:15]=[CH:14][CH:13]=2.[CH3:20][O:21][C:22]1[CH:23]=[C:24]([S:30](Cl)(=[O:32])=[O:31])[CH:25]=[CH:26][C:27]=1[O:28][CH3:29]. (2) Given the product [C:12]([C:16]1[N:17]=[CH:18][N:19]=[C:20]([NH:8][C:6](=[O:7])[N:5]([CH2:4][CH:3]([O:10][CH3:11])[O:2][CH3:1])[CH3:9])[CH:21]=1)([CH3:15])([CH3:14])[CH3:13], predict the reactants needed to synthesize it. The reactants are: [CH3:1][O:2][CH:3]([O:10][CH3:11])[CH2:4][N:5]([CH3:9])[C:6]([NH2:8])=[O:7].[C:12]([C:16]1[CH:21]=[C:20](Cl)[N:19]=[CH:18][N:17]=1)([CH3:15])([CH3:14])[CH3:13].C1(P(C2C=CC=CC=2)C2C3OC4C(=CC=CC=4P(C4C=CC=CC=4)C4C=CC=CC=4)C(C)(C)C=3C=CC=2)C=CC=CC=1.C([O-])([O-])=O.[Cs+].[Cs+].